From a dataset of Forward reaction prediction with 1.9M reactions from USPTO patents (1976-2016). Predict the product of the given reaction. (1) The product is: [Cl:1][C:2]1[N:3]=[N:4][C:5]([OH:27])=[C:6]([C:15]2[CH:20]=[CH:19][C:18]([Cl:21])=[CH:17][CH:16]=2)[C:7]=1[C:8]1[CH:13]=[CH:12][C:11]([Cl:14])=[CH:10][CH:9]=1. Given the reactants [Cl:1][C:2]1[N:3]=[N:4][C:5](Cl)=[C:6]([C:15]2[CH:20]=[CH:19][C:18]([Cl:21])=[CH:17][CH:16]=2)[C:7]=1[C:8]1[CH:13]=[CH:12][C:11]([Cl:14])=[CH:10][CH:9]=1.[Si]([O:27][K])(C)(C)C, predict the reaction product. (2) Given the reactants C(Cl)(=O)C(Cl)=O.[CH3:7][N:8]1[C:12]([C:13]([OH:15])=O)=[C:11]([C:16]([F:19])([F:18])[F:17])[C:10]([C:20]([F:26])([F:25])[C:21]([F:24])([F:23])[F:22])=[N:9]1.N1C=CC=CC=1.[NH2:33][C:34]1[CH:35]=[CH:36][C:37]([Cl:43])=[C:38]([C:40](=[O:42])[CH3:41])[CH:39]=1.Cl, predict the reaction product. The product is: [C:40]([C:38]1[CH:39]=[C:34]([NH:33][C:13]([C:12]2[N:8]([CH3:7])[N:9]=[C:10]([C:20]([F:26])([F:25])[C:21]([F:24])([F:22])[F:23])[C:11]=2[C:16]([F:18])([F:17])[F:19])=[O:15])[CH:35]=[CH:36][C:37]=1[Cl:43])(=[O:42])[CH3:41]. (3) Given the reactants Br[CH:2]([CH2:10][C:11]1[CH:16]=[CH:15][CH:14]=[C:13]([S:17][CH3:18])[CH:12]=1)[C:3](=O)[C:4]([O:6][CH2:7][CH3:8])=[O:5].[NH2:19][C:20]([NH2:22])=[S:21], predict the reaction product. The product is: [NH2:22][C:20]1[S:21][C:2]([CH2:10][C:11]2[CH:16]=[CH:15][CH:14]=[C:13]([S:17][CH3:18])[CH:12]=2)=[C:3]([C:4]([O:6][CH2:7][CH3:8])=[O:5])[N:19]=1.